This data is from Reaction yield outcomes from USPTO patents with 853,638 reactions. The task is: Predict the reaction yield, written as a fraction of the theoretical maximum amount of product (1.0 means a 100% yield; for example, 0.34 means a 34% yield). (1) The reactants are F[C:2]1[CH:7]=[C:6]([C:8]2[N:12]3[CH:13]=[CH:14][CH:15]=[CH:16][C:11]3=[N:10][C:9]=2[C:17]([O:19][CH2:20][CH3:21])=[O:18])[CH:5]=[CH:4][N:3]=1.[CH3:22][NH:23][CH3:24]. No catalyst specified. The product is [CH3:22][N:23]([CH3:24])[C:2]1[CH:7]=[C:6]([C:8]2[N:12]3[CH:13]=[CH:14][CH:15]=[CH:16][C:11]3=[N:10][C:9]=2[C:17]([O:19][CH2:20][CH3:21])=[O:18])[CH:5]=[CH:4][N:3]=1. The yield is 0.870. (2) The reactants are [CH2:1]([O:3][CH2:4][N:5]1[CH:9]=[CH:8][N:7]=[C:6]1[Sn](CCCC)(CCCC)CCCC)[CH3:2].Br[C:24]1[S:25][CH:26]=[CH:27][N:28]=1.C([O-])(O)=O.[Na+]. The catalyst is C1(C)C=CC=CC=1.C1C=CC([P]([Pd]([P](C2C=CC=CC=2)(C2C=CC=CC=2)C2C=CC=CC=2)([P](C2C=CC=CC=2)(C2C=CC=CC=2)C2C=CC=CC=2)[P](C2C=CC=CC=2)(C2C=CC=CC=2)C2C=CC=CC=2)(C2C=CC=CC=2)C2C=CC=CC=2)=CC=1. The product is [CH2:1]([O:3][CH2:4][N:5]1[CH:9]=[CH:8][N:7]=[C:6]1[C:24]1[S:25][CH:26]=[CH:27][N:28]=1)[CH3:2]. The yield is 0.260. (3) The reactants are [CH2:1]([C:5]1[N:6]=[C:7]([CH3:27])[NH:8][C:9](=[O:26])[C:10]=1[CH2:11][C:12]1[CH:17]=[CH:16][C:15]([C:18]2[C:19]([C:24]#[N:25])=[CH:20][CH:21]=[CH:22][CH:23]=2)=[CH:14][CH:13]=1)[CH2:2][CH2:3][CH3:4].C(=O)([O-])[O-].[K+].[K+].Br[CH2:35][C:36]1[C:41]([F:42])=[CH:40][CH:39]=[CH:38][C:37]=1[F:43].CN(C)C=O. The catalyst is C(OCC)(=O)C. The product is [CH2:1]([C:5]1[N:6]=[C:7]([CH3:27])[N:8]([CH2:35][C:36]2[C:41]([F:42])=[CH:40][CH:39]=[CH:38][C:37]=2[F:43])[C:9](=[O:26])[C:10]=1[CH2:11][C:12]1[CH:17]=[CH:16][C:15]([C:18]2[C:19]([C:24]#[N:25])=[CH:20][CH:21]=[CH:22][CH:23]=2)=[CH:14][CH:13]=1)[CH2:2][CH2:3][CH3:4]. The yield is 0.550. (4) The reactants are [NH2:1][C:2]1[N:10]=[C:9]([NH2:11])[CH:8]=[CH:7][C:3]=1[C:4]([OH:6])=O.Cl.C(N=C=NCCCN(C)C)C.ON1C2C=CC=CC=2N=N1.[CH2:34]([O:41][C:42]1[S:46][C:45]([CH2:47][NH2:48])=[CH:44][CH:43]=1)[C:35]1[CH:40]=[CH:39][CH:38]=[CH:37][CH:36]=1. The catalyst is CS(C)=O.[Cl-].[Na+].O. The product is [NH2:1][C:2]1[N:10]=[C:9]([NH2:11])[CH:8]=[CH:7][C:3]=1[C:4]([NH:48][CH2:47][C:45]1[S:46][C:42]([O:41][CH2:34][C:35]2[CH:40]=[CH:39][CH:38]=[CH:37][CH:36]=2)=[CH:43][CH:44]=1)=[O:6]. The yield is 0.620. (5) The reactants are C[O:2][C:3](=[O:21])[C:4]1[CH:9]=[C:8]([N+:10]([O-])=O)[C:7]([S:13][CH2:14][C:15](OCC)=[O:16])=[CH:6][C:5]=1[Br:20].COC(=O)C1C=C([N+]([O-])=O)C(F)=CC=1Br.CCN(CC)CC.C(OC(=O)CS)C. The catalyst is C(Cl)Cl.CCOC(C)=O. The product is [Br:20][C:5]1[C:4]([C:3]([OH:2])=[O:21])=[CH:9][C:8]2[NH:10][C:15](=[O:16])[CH2:14][S:13][C:7]=2[CH:6]=1. The yield is 0.770.